This data is from Catalyst prediction with 721,799 reactions and 888 catalyst types from USPTO. The task is: Predict which catalyst facilitates the given reaction. (1) Reactant: C(NC(C)C)(C)C.C([Li])CCCCC.CCCCCC.[C:21]([NH:25][C:26]([C:28]1[C:33]([CH3:34])=[CH:32][CH:31]=[CH:30][N:29]=1)=[O:27])([CH3:24])([CH3:23])[CH3:22].C[O:36][C:37]([CH:39]1[CH2:44][CH2:43][CH:42]([C:45](O)=[O:46])[CH2:41][CH2:40]1)=[O:38]. Product: [C:21]([NH:25][C:26]([C:28]1[C:33]([CH2:34][C:45]([CH:42]2[CH2:41][CH2:40][CH:39]([C:37]([OH:38])=[O:36])[CH2:44][CH2:43]2)=[O:46])=[CH:32][CH:31]=[CH:30][N:29]=1)=[O:27])([CH3:24])([CH3:23])[CH3:22]. The catalyst class is: 1. (2) Reactant: [CH2:1]([Mg]Cl)[C:2]1[CH:7]=[CH:6][CH:5]=[CH:4][CH:3]=1.[C:10]1(=[O:16])[CH2:15][CH2:14][CH2:13][CH:12]=[CH:11]1.[NH4+].[Cl-]. Product: [CH2:1]([CH:12]1[CH2:13][CH2:14][CH2:15][C:10](=[O:16])[CH2:11]1)[C:2]1[CH:7]=[CH:6][CH:5]=[CH:4][CH:3]=1. The catalyst class is: 1. (3) Reactant: [Br-].[C:2]([CH2:5][CH2:6][CH2:7][CH2:8][P+](C1C=CC=CC=1)(C1C=CC=CC=1)C1C=CC=CC=1)([OH:4])=[O:3].CC(C)([O-])C.[K+].[Si:34]([O:41][CH2:42][C@@H:43]1[C@@H:50]2[C@@H:46]([O:47][CH:48](O)[CH2:49]2)[CH2:45][C@H:44]1[O:52][CH:53]1[CH2:58][CH2:57][CH2:56][CH2:55][O:54]1)([C:37]([CH3:40])([CH3:39])[CH3:38])([CH3:36])[CH3:35]. Product: [Si:34]([O:41][CH2:42][C@H:43]1[C@H:44]([O:52][CH:53]2[CH2:58][CH2:57][CH2:56][CH2:55][O:54]2)[CH2:45][C@H:46]([OH:47])[C@@H:50]1[CH2:49]/[CH:48]=[CH:8]\[CH2:7][CH2:6][CH2:5][C:2]([OH:4])=[O:3])([C:37]([CH3:40])([CH3:39])[CH3:38])([CH3:35])[CH3:36]. The catalyst class is: 7. (4) Reactant: C(N(CC)CC)C.[CH3:8][O:9][C:10]1[N:19]=[C:18]2[C:13]([CH:14]=[C:15]([C:21]([NH:23][C:24]3[CH:25]=[C:26]([CH:30]=[CH:31][C:32]=3[CH3:33])[C:27](O)=[O:28])=[O:22])[C:16](=[O:20])[NH:17]2)=[CH:12][CH:11]=1.CN(C(ON1N=NC2C=CC=NC1=2)=[N+](C)C)C.F[P-](F)(F)(F)(F)F.[Cl:58][C:59]1[CH:60]=[C:61]([CH:64]=[CH:65][CH:66]=1)[CH2:62][NH2:63]. Product: [Cl:58][C:59]1[CH:60]=[C:61]([CH:64]=[CH:65][CH:66]=1)[CH2:62][NH:63][C:27]([C:26]1[CH:30]=[CH:31][C:32]([CH3:33])=[C:24]([NH:23][C:21]([C:15]2[C:16](=[O:20])[NH:17][C:18]3[C:13]([CH:14]=2)=[CH:12][CH:11]=[C:10]([O:9][CH3:8])[N:19]=3)=[O:22])[CH:25]=1)=[O:28]. The catalyst class is: 3. (5) Reactant: [OH:1][CH:2]1[CH2:6][CH2:5][C:4]([CH2:7][PH:8](=[O:13])[O:9][CH:10]([CH3:12])[CH3:11])=[CH:3]1.[Si:14](Cl)([C:17]([CH3:20])([CH3:19])[CH3:18])([CH3:16])[CH3:15].C(N(CC)CC)C. Product: [Si:14]([O:1][CH:2]1[CH2:6][CH2:5][C:4]([CH2:7][PH:8](=[O:13])[O:9][CH:10]([CH3:11])[CH3:12])=[CH:3]1)([C:17]([CH3:20])([CH3:19])[CH3:18])([CH3:16])[CH3:15]. The catalyst class is: 239. (6) Reactant: [CH3:1][C:2]1[NH:3][C:4]2[C:9]([CH:10]=1)=[CH:8][C:7]([N+:11]([O-:13])=[O:12])=[CH:6][CH:5]=2.C(=O)([O-])[O-].[K+].[K+].[Cl:20][C:21]1[CH:28]=[CH:27][C:24]([CH2:25]Cl)=[CH:23][CH:22]=1. Product: [Cl:20][C:21]1[CH:28]=[CH:27][C:24]([CH2:25][N:3]2[C:4]3[C:9](=[CH:8][C:7]([N+:11]([O-:13])=[O:12])=[CH:6][CH:5]=3)[CH:10]=[C:2]2[CH3:1])=[CH:23][CH:22]=1. The catalyst class is: 47. (7) Reactant: [Cl:1][C:2]1[CH:3]=[C:4]2[C:10]([C:11]3[CH:12]=[C:13]([NH:17][CH:18]([CH:27]([CH3:29])[CH3:28])[C:19]([NH:21][CH2:22][C:23]([F:26])([F:25])[F:24])=[O:20])[CH:14]=[N:15][CH:16]=3)=[CH:9][N:8](S(C3C=CC(C)=CC=3)(=O)=O)[C:5]2=[N:6][CH:7]=1.C(N)CN.[OH-].[Na+]. Product: [Cl:1][C:2]1[CH:3]=[C:4]2[C:10]([C:11]3[CH:12]=[C:13]([NH:17][CH:18]([CH:27]([CH3:29])[CH3:28])[C:19]([NH:21][CH2:22][C:23]([F:24])([F:25])[F:26])=[O:20])[CH:14]=[N:15][CH:16]=3)=[CH:9][NH:8][C:5]2=[N:6][CH:7]=1. The catalyst class is: 92.